This data is from Full USPTO retrosynthesis dataset with 1.9M reactions from patents (1976-2016). The task is: Predict the reactants needed to synthesize the given product. (1) Given the product [NH2:1][C:2](=[N:11][OH:12])[C:3](=[N:6][O:7][CH:8]([CH3:9])[CH3:10])[C:4]([NH2:5])=[O:19], predict the reactants needed to synthesize it. The reactants are: [NH2:1][C:2](=[N:11][OH:12])[C:3](=[N:6][O:7][CH:8]([CH3:10])[CH3:9])[C:4]#[N:5].NC(=NOC(C)C)C(=N[O:19]C(C)C)C#N.OO.C(=O)([O-])[O-].[K+].[K+].S([O-])([O-])(=O)=S.[Na+].[Na+]. (2) Given the product [CH3:16][C:12]1[C:8]2[CH:9]=[CH:10][C:11]3[C:2]4[O:1][CH:23]=[C:24]([CH3:25])[C:3]=4[C:4](=[O:17])[O:5][C:6]=3[C:7]=2[CH:15]=[CH:14][CH:13]=1, predict the reactants needed to synthesize it. The reactants are: [OH:1][C:2]1[C:11]2[C:6](=[C:7]3[CH:15]=[CH:14][CH:13]=[C:12]([CH3:16])[C:8]3=[CH:9][CH:10]=2)[O:5][C:4](=[O:17])[CH:3]=1.CC(O)=O.Cl[CH2:23][C:24](=O)[CH3:25]. (3) Given the product [C:8]([C:4]1[CH:3]=[C:2]([NH:1][C:12](=[O:21])[CH2:11][N:13]([CH3:16])[CH3:14])[CH:7]=[CH:6][CH:5]=1)(=[O:10])[CH3:9], predict the reactants needed to synthesize it. The reactants are: [NH2:1][C:2]1[CH:3]=[C:4]([C:8](=[O:10])[CH3:9])[CH:5]=[CH:6][CH:7]=1.[CH2:11]([N:13]([CH2:16]C)[CH2:14]C)[CH3:12].C1C[O:21]CC1. (4) Given the product [Cl:14][C:9]1[CH:10]=[C:5]([C:2]([F:1])([CH3:4])[CH3:3])[N:6]=[CH:7][N:8]=1, predict the reactants needed to synthesize it. The reactants are: [F:1][C:2]([C:5]1[N:6]=[CH:7][NH:8][C:9](=O)[CH:10]=1)([CH3:4])[CH3:3].O=P(Cl)(Cl)[Cl:14]. (5) Given the product [Cl:1][C:2]1[CH:7]=[C:6]([N:19]2[CH2:24][CH2:23][O:22][CH2:21][CH2:20]2)[N:5]2[N:9]=[C:10]([C:12]3[CH:17]=[CH:16][C:15]([Cl:18])=[CH:14][CH:13]=3)[CH:11]=[C:4]2[N:3]=1, predict the reactants needed to synthesize it. The reactants are: [Cl:1][C:2]1[CH:7]=[C:6](Cl)[N:5]2[N:9]=[C:10]([C:12]3[CH:17]=[CH:16][C:15]([Cl:18])=[CH:14][CH:13]=3)[CH:11]=[C:4]2[N:3]=1.[NH:19]1[CH2:24][CH2:23][O:22][CH2:21][CH2:20]1. (6) Given the product [CH3:40][S:37]([O:28][CH2:27][CH2:26][CH2:25][C:2]([F:29])([F:1])[C:3]([F:23])([F:24])[C:4]([F:21])([F:22])[C:5]([F:20])([F:19])[C:6]([F:17])([F:18])[C:7]([F:16])([F:15])[C:8]([F:14])([F:13])[C:9]([F:12])([F:11])[F:10])(=[O:39])=[O:38], predict the reactants needed to synthesize it. The reactants are: [F:1][C:2]([F:29])([CH2:25][CH2:26][CH2:27][OH:28])[C:3]([F:24])([F:23])[C:4]([F:22])([F:21])[C:5]([F:20])([F:19])[C:6]([F:18])([F:17])[C:7]([F:16])([F:15])[C:8]([F:14])([F:13])[C:9]([F:12])([F:11])[F:10].C(N(CC)CC)C.[S:37](Cl)([CH3:40])(=[O:39])=[O:38]. (7) Given the product [C:1]([O:5][C:6](=[O:24])[NH:7][CH:8]1[CH2:13][CH2:12][CH:11]([CH3:14])[N:10]([C:15]2[CH:20]=[CH:19][N:18]=[CH:17][C:16]=2[NH2:21])[CH2:9]1)([CH3:2])([CH3:3])[CH3:4], predict the reactants needed to synthesize it. The reactants are: [C:1]([O:5][C:6](=[O:24])[NH:7][CH:8]1[CH2:13][CH2:12][CH:11]([CH3:14])[N:10]([C:15]2[CH:20]=[CH:19][N:18]=[CH:17][C:16]=2[N+:21]([O-])=O)[CH2:9]1)([CH3:4])([CH3:3])[CH3:2]. (8) Given the product [NH2:31][C:29]([C:28]1[CH:27]=[CH:26][C:25]([CH2:24][NH:23][C:20]([C:17]2[CH:16]=[CH:15][C:14]([C:3]3[CH:4]=[C:5]([C:8]4[O:9][C:10]([CH3:13])=[N:11][N:12]=4)[CH:6]=[CH:7][C:2]=3[CH3:1])=[CH:19][CH:18]=2)=[O:21])=[CH:33][CH:32]=1)=[O:30], predict the reactants needed to synthesize it. The reactants are: [CH3:1][C:2]1[CH:7]=[CH:6][C:5]([C:8]2[O:9][C:10]([CH3:13])=[N:11][N:12]=2)=[CH:4][C:3]=1[C:14]1[CH:19]=[CH:18][C:17]([C:20](O)=[O:21])=[CH:16][CH:15]=1.[NH2:23][CH2:24][C:25]1[CH:33]=[CH:32][C:28]([C:29]([NH2:31])=[O:30])=[CH:27][CH:26]=1. (9) The reactants are: [F-].[CH2:2]([N+](CCCC)(CCCC)CCCC)CCC.[CH3:19][O:20][C:21]1[CH:22]=[CH:23][C:24]2[N:25]([N:31]=[C:32]([C:44]3[CH:49]=[CH:48][CH:47]=[CH:46][CH:45]=3)[C:33]=2[CH2:34][C:35]2[CH:36]=[CH:37][CH:38]=[C:39]([CH:43]=2)[C:40]([O-:42])=[O:41])[C:26]=1[Si](C)(C)C.[C:50](=[O:53])(O)[O-].[Na+]. Given the product [OH:53][CH2:50][C:37]1[CH:38]=[C:39]([CH:43]=[C:35]([CH2:34][C:33]2[C:32]([C:44]3[CH:49]=[CH:48][CH:47]=[CH:46][CH:45]=3)=[N:31][N:25]3[CH:26]=[C:21]([O:20][CH3:19])[CH:22]=[CH:23][C:24]=23)[CH:36]=1)[C:40]([O:42][CH3:2])=[O:41], predict the reactants needed to synthesize it.